Dataset: Experimentally validated miRNA-target interactions with 360,000+ pairs, plus equal number of negative samples. Task: Binary Classification. Given a miRNA mature sequence and a target amino acid sequence, predict their likelihood of interaction. (1) The miRNA is hsa-miR-323a-3p with sequence CACAUUACACGGUCGACCUCU. The protein sequence of the target gene is MDTSDLFASCRKGDVGRVRYLLEQRDVEVNVRDKWDSTPLYYACLCGHEELVRYLLANGARCEANTFDGERCLYGALSDPIRRALRDYKQVTASCRRRDYYDDFLQRLLEQGIHSDVVFVVHGKPFRAHRCILGARSTYFANMLDTKWKGKSVVVLRHPLINPVAFGALLQYLYTGRLDIGVEHVSDCERLAKQCQLWDLLDDLEAKCEKVSEFVASKPGTCVKVLTIEPPPADPRLRADMALLADCALPSELRGDLGELPFPCPDGFSSCPDICFRVADSSFLCHKAFFCGRSDYFRAL.... Result: 0 (no interaction). (2) The miRNA is mmu-miR-1952 with sequence UCUCCACCCUCCUUCUG. The protein sequence of the target gene is MEPGRGGVETVGKFEFSRKDLIGHGAFAVVFKGRHREKHDLEVAVKCINKKNLAKSQTLLGKEIKILKELKHENIVALYDFQEMANSVYLVMEYCNGGDLADYLHTMRTLSEDTVRLFLQQIAGAMRLLHSKGIIHRDLKPQNILLSNPGGRRANPSNIRVKIADFGFARYLQSNMMAATLCGSPMYMAPEVIMSQHYDGKADLWSIGTIVYQCLTGKAPFQASSPQDLRLFYEKNKTLVPAIPRETSAPLRQLLLALLQRNHKDRMDFDEFFHHPFLDASTPIKKSPPVPVPSYPSSGS.... Result: 0 (no interaction). (3) The miRNA is mmu-miR-181c-5p with sequence AACAUUCAACCUGUCGGUGAGU. The protein sequence of the target gene is MTKSLESVSFKDVTVDFSRDEWQQLDLAQKSLYREVMLENYFNLISVGCQVPKPEVIFSLEQEEPCMLDGEIPSQSRPDGDIGFGPLQQRMSEEVSFQSEININLFTRDDPYSILEELWKDDEHTRKCGENQNKPLSRVVFINKKTLANDSIFEYKDIGEIVHVNTHLVSSRKRPHNCNSCGKNLEPIITLYNRNNATENSDKTIGDGDIFTHLNSHTEVTACECNQCGKPLHHKQALIQQQKIHTRESLYLFSDYVNVFSPKSHAFAHESICAEEKQHECHECEAVFTQKSQLDGSQRV.... Result: 0 (no interaction).